From a dataset of Experimentally validated miRNA-target interactions with 360,000+ pairs, plus equal number of negative samples. Binary Classification. Given a miRNA mature sequence and a target amino acid sequence, predict their likelihood of interaction. (1) The miRNA is hsa-miR-539-5p with sequence GGAGAAAUUAUCCUUGGUGUGU. The protein sequence of the target gene is MLVLVLGDLHIPHRCNSLPAKFKKLLVPGKIQHILCTGNLCTKESYDYLKTLAGDVHIVRGDFDENLNYPEQKVVTVGQFKIGLIHGHQVIPWGDMASLALLQRQFDVDILISGHTHKFEAFEHENKFYINPGSATGAYNALETNIIPSFVLMDIQASTVVTYVYQLIGDDVKVERIEYKKP. Result: 0 (no interaction). (2) The miRNA is rno-miR-24-3p with sequence UGGCUCAGUUCAGCAGGAACAG. The protein sequence of the target gene is MWLKLFFLLLYFLVLFVLARFFEAIVWYETGIFATQLVDPVALSFKKLKTILECRGLGYSGLPEKKDVRELVEKSGDLMEGELYSALKEEEASESVSSTNFSGEMHFYELVEDTKDGIWLVQVIANDRSPLVGKIHWEKMVKKVSRFGIRTGTFNCSSDPRYCRRRGWVRSTLIMSVPQTSTSKGKVMLKEYSGRKIEVEHIFKWITAHAASRIKTIYNVEHLKEEWNKSDQYWVKIYLFANLDQPPAFFSALSIKFTGRVEFIFVNVENWNNKSYMTDIGIYNMPSYILRTPEGIYRYG.... Result: 0 (no interaction). (3) The miRNA is hsa-miR-651-3p with sequence AAAGGAAAGUGUAUCCUAAAAG. The protein sequence of the target gene is MTVKPAKAASLARNLAKRRRTYLGGAAGRSQEPEVPCAAVLPGKPGDRNCPEFPPPDRTLGCWATDAAPAAGLCGAGSEPSIAPTSCAGNLPSRPPPLLSPLLASRNPCPWHYLHLSGSHNTLAPTCFKAKLHRKRGSQPPDMASALTDRTSRAPSTYTYTSRPRALPCQRSRYRDSLTQPDEEPMHYGNIMYDRRVIRGNTYALQTGPLLGRPDSLELQRQREARKRALARKQAQEQLRPQTPEPVEGRKHVDVQTELYLEEIADRIIEVDMECQTDAFLDRPPTPLFIPAKTGKDVAT.... Result: 0 (no interaction). (4) The miRNA is hsa-miR-6728-3p with sequence UCUCUGCUCUGCUCUCCCCAG. The protein sequence of the target gene is MIWCLRLTVLSLIISQGADGRRKPEVVSVVGRAGESAVLGCDLLPPAGHPPLHVIEWLRFGFLLPIFIQFGLYSPRIDPDYVGRVRLQTGASLQIEGLRVEDQGWYECRVLFLDQHSPEQDFANGSWVHLTVNSPPQFQETPPLVLEVKELEAVTLRCVARGSPQPYVTWKFRGQDLGKGQGQVQVQNGTLWIRRVERGSAGDYTCQASSSEGSITHATQLLVLGPPVIVVPPSNSTVNSSQDVSLACRAEAYPANLTYSWFQDGVNVFHISRLQSRVRILVDGSLWLQATQPDDAGHYT.... Result: 0 (no interaction). (5) The miRNA is hsa-miR-6888-5p with sequence AAGGAGAUGCUCAGGCAGAU. The protein sequence of the target gene is MVSSQKLEKPIEMGSSEPLPIVDSDKRRKKKRKTRATDSLPGKFEDVYQLTSELLGEGAYAKVQGAVNLQSGKEYAVKIIEKQAGHSRSRVFREVETLYQCQGNRNILELIEFFEDDTRFYLVFEKLQGGSILAHIQKRKHFNEREASRVVRDVATALDFLHTKGIAHRDLKPENILCESPEKVSPVKICDFDLGSGVKLNNSCTPITTPELTTPCGSAEYMAPEVVEVFRDEATFYDKRCDLWSLGVVLYIMLSGYPPFVGHCGADCGWDRGEVCRMCQNKLFESIQEGKYEFPDKDWA.... Result: 0 (no interaction). (6) The miRNA is hsa-miR-3171 with sequence AGAUGUAUGGAAUCUGUAUAUAUC. The protein sequence of the target gene is MRAPLCLLLLVAHAVDMLALNRRKKQVGTGLGGNCTGCIICSEENGCSTCQQRLFLFIRREGIRQYGKCLHDCPPGYFGIRGQEVNRCKKCGATCESCFSQDFCIRCKRQFYLYKGKCLPTCPPGTLAHQNTRECQGECELGPWGGWSPCTHNGKTCGSAWGLESRVREAGRAGHEEAATCQVLSESRKCPIQRPCPGERSPGQKKGRKDRRPRKDRKLDRRLDVRPRQPGLQP. Result: 0 (no interaction). (7) The miRNA is hsa-miR-345-5p with sequence GCUGACUCCUAGUCCAGGGCUC. Result: 0 (no interaction). The protein sequence of the target gene is MTDRSPFETDMLTLTRYVMEKGRQAKGTGELTQLLNSMLTAIKAISSAVRKAGLAHLYGIAGSVNVTGDEVKKLDVLSNSLVINMVQSSYSTCVLVSEENKDAIITAKEKRGKYVVCFDPLDGSSNIDCLASIGTIFAIYRKTSEDEPSEKDALQCGRNIVAAGYALYGSATLVALSTGQGVDLFMLDPALGEFVLVEKDVKIKKKGKIYSLNEGYAKYFDAATTEYVQKKKFPEDGSAPYGARYVGSMVADVHRTLVYGGIFLYPANQKSPKGKLRLLYECNPVAYIIEQAGGLATTGT....